Dataset: Catalyst prediction with 721,799 reactions and 888 catalyst types from USPTO. Task: Predict which catalyst facilitates the given reaction. (1) Reactant: [CH2:1]([O:3][C:4](=[O:32])[CH2:5][C:6]1[CH:7]=[C:8]([C:14]2[CH:19]=[CH:18][C:17](Br)=[CH:16][C:15]=2[CH2:21][N:22]([C:25]([O:27][C:28]([CH3:31])([CH3:30])[CH3:29])=[O:26])[CH2:23][CH3:24])[C:9]([O:12][CH3:13])=[CH:10][CH:11]=1)[CH3:2].[B:33]1([B:33]2[O:37][C:36]([CH3:39])([CH3:38])[C:35]([CH3:41])([CH3:40])[O:34]2)[O:37][C:36]([CH3:39])([CH3:38])[C:35]([CH3:41])([CH3:40])[O:34]1.C([O-])(=O)C.[K+]. Product: [CH2:1]([O:3][C:4](=[O:32])[CH2:5][C:6]1[CH:7]=[C:8]([C:14]2[CH:19]=[CH:18][C:17]([B:33]3[O:37][C:36]([CH3:39])([CH3:38])[C:35]([CH3:41])([CH3:40])[O:34]3)=[CH:16][C:15]=2[CH2:21][N:22]([C:25]([O:27][C:28]([CH3:31])([CH3:30])[CH3:29])=[O:26])[CH2:23][CH3:24])[C:9]([O:12][CH3:13])=[CH:10][CH:11]=1)[CH3:2]. The catalyst class is: 873. (2) Reactant: [CH3:1][C:2]1[CH:3]=[N:4][C:5]([CH2:8]O)=[N:6][CH:7]=1.C1(P(C2C=CC=CC=2)C2C=CC=CC=2)C=CC=CC=1.[Br:29]N1C(=O)CCC1=O. Product: [Br:29][CH2:8][C:5]1[N:4]=[CH:3][C:2]([CH3:1])=[CH:7][N:6]=1. The catalyst class is: 4. (3) Reactant: [C:1]([C:3]1[CH:21]=[CH:20][C:6]([CH2:7][NH:8][CH:9]([CH:17]([CH3:19])[CH3:18])[C:10]([O:12][C:13]([CH3:16])([CH3:15])[CH3:14])=[O:11])=[C:5]([F:22])[CH:4]=1)#[N:2].[H-].[Na+].[CH3:25]I. Product: [C:1]([C:3]1[CH:21]=[CH:20][C:6]([CH2:7][N:8]([CH3:25])[CH:9]([CH:17]([CH3:18])[CH3:19])[C:10]([O:12][C:13]([CH3:15])([CH3:14])[CH3:16])=[O:11])=[C:5]([F:22])[CH:4]=1)#[N:2]. The catalyst class is: 3. (4) Reactant: Br[CH2:2][C:3]([C:5]1[CH:10]=[CH:9][C:8]([F:11])=[CH:7][CH:6]=1)=[O:4].[CH3:12][C:13]1[N:14]=[N:15][CH:16]=[CH:17][CH:18]=1.[CH3:19]N(C=O)C.COS(OC)(=O)=O. Product: [F:11][C:8]1[CH:9]=[CH:10][C:5]([C:3]([C:2]2[N:14]3[N:15]=[CH:16][CH:17]=[CH:18][C:13]3=[CH:12][CH:19]=2)=[O:4])=[CH:6][CH:7]=1. The catalyst class is: 424. (5) Reactant: [Si:1](Cl)([C:4]([CH3:7])([CH3:6])[CH3:5])([CH3:3])[CH3:2].[CH3:9][O:10][CH2:11][O:12][C:13]1[CH:14]=[C:15]([CH:18]=[C:19]([O:21][CH2:22][O:23][CH3:24])[CH:20]=1)[CH2:16][OH:17].N1C=CN=C1.Cl. Product: [Si:1]([O:17][CH2:16][C:15]1[CH:14]=[C:13]([O:12][CH2:11][O:10][CH3:9])[CH:20]=[C:19]([O:21][CH2:22][O:23][CH3:24])[CH:18]=1)([C:4]([CH3:7])([CH3:6])[CH3:5])([CH3:3])[CH3:2]. The catalyst class is: 7. (6) Reactant: [NH:1]1[CH2:8][CH2:7][CH2:6][C@H:2]1[C:3]([OH:5])=[O:4].[CH3:9][O:10][C:11]1[CH:16]=[CH:15][C:14]([S:17](Cl)(=[O:19])=[O:18])=[CH:13][CH:12]=1.C(N(CC)CC)C. Product: [CH3:9][O:10][C:11]1[CH:12]=[CH:13][C:14]([S:17]([N:1]2[CH2:8][CH2:7][CH2:6][CH:2]2[C:3]([OH:5])=[O:4])(=[O:19])=[O:18])=[CH:15][CH:16]=1. The catalyst class is: 4. (7) Reactant: [F:1][C:2]([F:47])([F:46])[C:3]1[CH:4]=[C:5]([CH:39]=[C:40]([C:42]([F:45])([F:44])[F:43])[CH:41]=1)[C:6]([N:8]1[CH2:13][CH2:12][N:11]([CH2:14]/[CH:15]=[CH:16]/[C@@H:17]2[CH2:22][O:21][CH2:20][CH2:19][N:18]2C(OC(C)(C)C)=O)[CH2:10][C@H:9]1[CH2:30][C:31]1[CH:36]=[CH:35][C:34]([CH3:37])=[C:33]([CH3:38])[CH:32]=1)=[O:7].[ClH:48]. Product: [ClH:48].[ClH:48].[F:45][C:42]([F:43])([F:44])[C:40]1[CH:39]=[C:5]([CH:4]=[C:3]([C:2]([F:1])([F:47])[F:46])[CH:41]=1)[C:6]([N:8]1[CH2:13][CH2:12][N:11]([CH2:14]/[CH:15]=[CH:16]/[C@@H:17]2[CH2:22][O:21][CH2:20][CH2:19][NH:18]2)[CH2:10][C@H:9]1[CH2:30][C:31]1[CH:36]=[CH:35][C:34]([CH3:37])=[C:33]([CH3:38])[CH:32]=1)=[O:7]. The catalyst class is: 175. (8) The catalyst class is: 7. Product: [C:4]1(=[O:5])[O:6][CH2:1][CH2:2][CH2:3]1.[CH2:1]([OH:6])[CH2:2][CH2:3][CH2:4][OH:5]. Reactant: [C:1]1(=O)[O:6][C:4](=[O:5])[CH:3]=[CH:2]1. (9) Reactant: Cl.[NH2:2][C@@H:3]1[C:11]2[C:6](=[C:7]([C:12]3[S:16][N:15]=[C:14]([C:17]4[CH:18]=[CH:19][C:20]([O:25][CH:26]([CH3:28])[CH3:27])=[C:21]([CH:24]=4)[C:22]#[N:23])[N:13]=3)[CH:8]=[CH:9][CH:10]=2)[CH2:5][CH2:4]1.[S:29](N)([NH2:32])(=[O:31])=[O:30]. Product: [C:22]([C:21]1[CH:24]=[C:17]([C:14]2[N:13]=[C:12]([C:7]3[CH:8]=[CH:9][CH:10]=[C:11]4[C:6]=3[CH2:5][CH2:4][C@@H:3]4[NH:2][S:29]([NH2:32])(=[O:31])=[O:30])[S:16][N:15]=2)[CH:18]=[CH:19][C:20]=1[O:25][CH:26]([CH3:28])[CH3:27])#[N:23]. The catalyst class is: 12.